This data is from Full USPTO retrosynthesis dataset with 1.9M reactions from patents (1976-2016). The task is: Predict the reactants needed to synthesize the given product. (1) Given the product [Br:7][C:8]1[CH:9]=[C:10]([CH:19]=[CH:20][CH:21]=1)[O:11][C:12]1[S:16][C:15]([CH2:17][NH2:18])=[CH:14][CH:13]=1, predict the reactants needed to synthesize it. The reactants are: [H-].[Al+3].[Li+].[H-].[H-].[H-].[Br:7][C:8]1[CH:9]=[C:10]([CH:19]=[CH:20][CH:21]=1)[O:11][C:12]1[S:16][C:15]([C:17]#[N:18])=[CH:14][CH:13]=1.O. (2) Given the product [CH2:72]([O:71][C:67]1[CH:66]=[C:65]([CH:70]=[CH:69][CH:68]=1)[CH2:64][C@H:50]([NH:49][C:11]([C:9]1[N:10]=[C:6]([NH:5][S:2]([CH3:1])(=[O:3])=[O:4])[O:7][CH:8]=1)=[O:13])[C@H:51]([OH:63])[CH2:52][NH:53][CH2:54][C:55]1[CH:60]=[CH:59][CH:58]=[C:57]([CH2:61][CH3:62])[CH:56]=1)[CH2:73][CH2:74][CH3:75], predict the reactants needed to synthesize it. The reactants are: [CH3:1][S:2]([NH:5][C:6]1[O:7][CH:8]=[C:9]([C:11]([OH:13])=O)[N:10]=1)(=[O:4])=[O:3].CN(C(ON1N=NC2C=CC=NC1=2)=[N+](C)C)C.F[P-](F)(F)(F)(F)F.C(N(CC)C(C)C)(C)C.Cl.Cl.[NH2:49][C@@H:50]([CH2:64][C:65]1[CH:70]=[CH:69][CH:68]=[C:67]([O:71][CH2:72][CH2:73][CH2:74][CH3:75])[CH:66]=1)[C@H:51]([OH:63])[CH2:52][NH:53][CH2:54][C:55]1[CH:60]=[CH:59][CH:58]=[C:57]([CH2:61][CH3:62])[CH:56]=1. (3) Given the product [NH:25]1[CH2:26][CH:23]([C:18]2[C:17]([O:16][C:15]3[CH:34]=[CH:35][C:12]([C:10]([C:2]4[NH:1][C:5]5[CH:6]=[CH:7][CH:8]=[CH:9][C:4]=5[N:3]=4)=[O:11])=[CH:13][CH:14]=3)=[N:22][CH:21]=[CH:20][N:19]=2)[CH2:24]1, predict the reactants needed to synthesize it. The reactants are: [NH:1]1[C:5]2[CH:6]=[CH:7][CH:8]=[CH:9][C:4]=2[N:3]=[C:2]1[C:10]([C:12]1[CH:35]=[CH:34][C:15]([O:16][C:17]2[C:18]([CH:23]3[CH2:26][N:25](C(OC(C)(C)C)=O)[CH2:24]3)=[N:19][CH:20]=[CH:21][N:22]=2)=[CH:14][CH:13]=1)=[O:11].FC(F)(F)C(O)=O. (4) Given the product [CH2:13]([C:17]1[N:18]=[C:19]([CH3:49])[N:20]([CH2:39][CH:40]2[CH2:44][C:43]3[CH:45]=[CH:46][CH:47]=[CH:48][C:42]=3[O:41]2)[C:21](=[O:38])[C:22]=1[CH2:23][C:24]1[CH:25]=[CH:26][C:27]([C:30]2[CH:35]=[CH:34][CH:33]=[CH:32][C:31]=2[C:36]2[NH:3][C:4](=[O:7])[O:5][N:37]=2)=[CH:28][CH:29]=1)[CH2:14][CH2:15][CH3:16], predict the reactants needed to synthesize it. The reactants are: [Cl-].O[NH3+:3].[C:4](=[O:7])([O-])[OH:5].[Na+].CS(C)=O.[CH2:13]([C:17]1[N:18]=[C:19]([CH3:49])[N:20]([CH2:39][CH:40]2[CH2:44][C:43]3[CH:45]=[CH:46][CH:47]=[CH:48][C:42]=3[O:41]2)[C:21](=[O:38])[C:22]=1[CH2:23][C:24]1[CH:29]=[CH:28][C:27]([C:30]2[C:31]([C:36]#[N:37])=[CH:32][CH:33]=[CH:34][CH:35]=2)=[CH:26][CH:25]=1)[CH2:14][CH2:15][CH3:16]. (5) Given the product [S:51]1[CH2:8][CH2:7][C@@H:6]([CH2:5][CH2:4][CH2:3][CH2:2][C:1]([NH:22][CH2:23][CH2:24][NH:25][C:26](=[O:48])[CH2:27][CH2:28]/[CH:29]=[CH:30]\[CH2:31]/[CH:32]=[CH:33]\[CH2:34]/[CH:35]=[CH:36]\[CH2:37]/[CH:38]=[CH:39]\[CH2:40]/[CH:41]=[CH:42]\[CH2:43]/[CH:44]=[CH:45]\[CH2:46][CH3:47])=[O:21])[S:52]1, predict the reactants needed to synthesize it. The reactants are: [C:1]([NH:22][CH2:23][CH2:24][NH:25][C:26](=[O:48])[CH2:27][CH2:28]/[CH:29]=[CH:30]\[CH2:31]/[CH:32]=[CH:33]\[CH2:34]/[CH:35]=[CH:36]\[CH2:37]/[CH:38]=[CH:39]\[CH2:40]/[CH:41]=[CH:42]\[CH2:43]/[CH:44]=[CH:45]\[CH2:46][CH3:47])(=[O:21])[CH2:2][CH2:3][CH2:4]/[CH:5]=[CH:6]\[CH2:7]/[CH:8]=C\C/C=C\C/C=C\C/C=C\CC.C1[C@@H](CCCCC(O)=O)[S:52][S:51]C1.C(O)(=O)CCC/C=C\C/C=C\C/C=C\C/C=C\C/C=C\CC. (6) Given the product [NH2:31][C:29]1[CH:28]=[CH:27][C:3]([O:4][C:5]2[CH:10]=[CH:9][N:8]=[C:7]3[CH:11]=[C:12]([C:14]4[N:19]=[CH:18][C:17]([CH2:20][N:21]5[CH2:25][CH2:24][CH2:23][C:22]5=[O:26])=[CH:16][CH:15]=4)[S:13][C:6]=23)=[C:2]([F:1])[CH:30]=1, predict the reactants needed to synthesize it. The reactants are: [F:1][C:2]1[CH:30]=[C:29]([N+:31]([O-])=O)[CH:28]=[CH:27][C:3]=1[O:4][C:5]1[CH:10]=[CH:9][N:8]=[C:7]2[CH:11]=[C:12]([C:14]3[N:19]=[CH:18][C:17]([CH2:20][N:21]4[CH2:25][CH2:24][CH2:23][C:22]4=[O:26])=[CH:16][CH:15]=3)[S:13][C:6]=12.[Cl-].[NH4+]. (7) Given the product [Cl:11][C:8]1[CH:7]=[C:3]2[C:2](=[CH:10][CH:9]=1)[N:1]=[C:4]([C:3]1[CH:7]=[CH:8][CH:9]=[CH:10][C:2]=1[Cl:12])[N:6]=[C:4]2[N:13]1[CH2:18][CH2:17][S:16][CH2:15][CH2:14]1, predict the reactants needed to synthesize it. The reactants are: [NH2:1][C:2]1[CH:10]=[CH:9][C:8]([Cl:11])=[CH:7][C:3]=1[C:4]([NH2:6])=O.[Cl-:12].[NH:13]1[CH2:18][CH2:17][S:16][CH2:15][CH2:14]1.